Dataset: Forward reaction prediction with 1.9M reactions from USPTO patents (1976-2016). Task: Predict the product of the given reaction. (1) Given the reactants C(Cl)(=O)OCC.[C:7]([O:11][C:12]([N:14]1[CH2:19][CH2:18][O:17][CH2:16][CH:15]1[C:20](O)=[O:21])=[O:13])([CH3:10])([CH3:9])[CH3:8].C(N(C(C)C)CC)(C)C.[BH4-].[Na+], predict the reaction product. The product is: [OH:21][CH2:20][CH:15]1[CH2:16][O:17][CH2:18][CH2:19][N:14]1[C:12]([O:11][C:7]([CH3:10])([CH3:9])[CH3:8])=[O:13]. (2) Given the reactants [F:1][C:2]1[CH:7]=[CH:6][CH:5]=[C:4]([F:8])[C:3]=1[C:9]1[NH:10][C:11]2[C:16]([CH:17]=1)=[CH:15][C:14]([NH2:18])=[CH:13][CH:12]=2.Cl[C:20]1[CH:25]=[CH:24][C:23]([O:26][CH3:27])=[CH:22][C:21]=1[N+:28]([O-:30])=[O:29].C([O-])([O-])=O.[K+].[K+], predict the reaction product. The product is: [F:1][C:2]1[CH:7]=[CH:6][CH:5]=[C:4]([F:8])[C:3]=1[C:9]1[NH:10][C:11]2[C:16]([CH:17]=1)=[CH:15][C:14]([NH:18][C:20]1[CH:25]=[CH:24][C:23]([O:26][CH3:27])=[CH:22][C:21]=1[N+:28]([O-:30])=[O:29])=[CH:13][CH:12]=2. (3) Given the reactants CCCC[CH:5]([CH2:8][O:9][C:10]([C:12]1[CH:13]=[CH:14][C:15]([N:18]([CH3:20])[CH3:19])=[CH:16][CH:17]=1)=[O:11])CC.C1[C:26]([C:27](OCC(O)CO)=[O:28])=CC=C(N)C=1.[CH3:36][CH2:37][O:38]C(C1C=CC(N(CCO)CCO)=CC=1)=O, predict the reaction product. The product is: [CH3:5][CH2:8][O:9][C:10]([C:12]1[CH:17]=[CH:16][C:15]([N:18]([CH2:19][CH:37]([OH:38])[CH3:36])[CH2:20][CH:27]([OH:28])[CH3:26])=[CH:14][CH:13]=1)=[O:11].